From a dataset of Forward reaction prediction with 1.9M reactions from USPTO patents (1976-2016). Predict the product of the given reaction. (1) Given the reactants [OH:1][C:2]1[C:10]([OH:11])=[CH:9][CH:8]=[CH:7][C:3]=1[C:4]([OH:6])=O.[Si](Cl)(C)(C)C.CCN=C=NCCCN(C)C.[NH2:28][CH2:29][CH2:30][CH2:31][CH2:32][NH:33][C:34](=[O:60])[CH2:35][C@@H:36]1[N:42]=[C:41]([C:43]2[CH:48]=[CH:47][C:46]([Cl:49])=[CH:45][CH:44]=2)[C:40]2[CH:50]=[C:51]([O:54][CH3:55])[CH:52]=[CH:53][C:39]=2[N:38]2[C:56]([CH3:59])=[N:57][N:58]=[C:37]12, predict the reaction product. The product is: [Cl:49][C:46]1[CH:47]=[CH:48][C:43]([C:41]2[C:40]3[CH:50]=[C:51]([O:54][CH3:55])[CH:52]=[CH:53][C:39]=3[N:38]3[C:56]([CH3:59])=[N:57][N:58]=[C:37]3[C@H:36]([CH2:35][C:34]([NH:33][CH2:32][CH2:31][CH2:30][CH2:29][NH:28][C:4](=[O:6])[C:3]3[CH:7]=[CH:8][CH:9]=[C:10]([OH:11])[C:2]=3[OH:1])=[O:60])[N:42]=2)=[CH:44][CH:45]=1. (2) Given the reactants C1C(CC2C=CC([N:14]=C=O)=CC=2)=CC=C(N=C=O)C=1.COC1C=CC(O)=CC=1.[C:29]([O-:42])(=[O:41])[CH2:30][CH2:31]CCCCCCCCC.[C:29]([O-:42])(=[O:41])[CH2:30][CH2:31]CCCCCCCCC.C([Sn+2]CCCCCCCC)CCCCCCC.[C:74]([O:79][CH2:80][CH2:81]N=C=O)(=[O:78])C(C)=C, predict the reaction product. The product is: [C:29]([OH:42])(=[O:41])[CH:30]=[CH2:31].[NH2:14][C:74]([O:79][CH2:80][CH3:81])=[O:78]. (3) The product is: [Cl:1][C:2]1[CH:3]=[C:4]([S:8]([NH:11][C:12]2[CH:20]=[CH:19][C:15]([C:16]([O:18][CH2:14][CH2:13][CH2:12][CH2:20][CH3:19])=[O:17])=[C:14]([OH:21])[CH:13]=2)(=[O:9])=[O:10])[S:5][C:6]=1[Cl:7]. Given the reactants [Cl:1][C:2]1[CH:3]=[C:4]([S:8]([NH:11][C:12]2[CH:20]=[CH:19][C:15]([C:16]([OH:18])=[O:17])=[C:14]([OH:21])[CH:13]=2)(=[O:10])=[O:9])[S:5][C:6]=1[Cl:7], predict the reaction product. (4) Given the reactants [N:1]([C@@H:4]1[C:14]2[C:9](=[N:10][CH:11]=[CH:12][CH:13]=2)[C:8](=O)[CH2:7][CH2:6][C@H:5]1[C:16]1[CH:21]=[CH:20][CH:19]=[C:18]([F:22])[C:17]=1[F:23])=[N+:2]=[N-:3].C([O-])(=O)C.[NH4+].C([BH3-])#[N:30].[Na+], predict the reaction product. The product is: [N:1]([C@@H:4]1[C:14]2[C:9](=[N:10][CH:11]=[CH:12][CH:13]=2)[C@H:8]([NH2:30])[CH2:7][CH2:6][C@H:5]1[C:16]1[CH:21]=[CH:20][CH:19]=[C:18]([F:22])[C:17]=1[F:23])=[N+:2]=[N-:3].